Predict the reactants needed to synthesize the given product. From a dataset of Full USPTO retrosynthesis dataset with 1.9M reactions from patents (1976-2016). (1) Given the product [Br:1][C:2]1[CH:7]=[CH:6][C:5]([C:8]2([CH3:11])[CH2:10][CH2:9]2)=[C:4]([Cl:37])[CH:3]=1, predict the reactants needed to synthesize it. The reactants are: [Br:1][C:2]1[CH:7]=[CH:6][C:5]([C:8]2([CH3:11])[CH2:10][CH2:9]2)=[CH:4][CH:3]=1.C([Zn]CC)C.FC(F)(F)C(O)=O.C(I)I.BrC1C=CC(C(C)=C)=C([Cl:37])C=1. (2) Given the product [CH3:21][N:18]1[CH2:19][CH2:20][C:8]2[N:7]([CH2:6][CH:5]([C:22]3[CH:27]=[CH:26][N:25]=[CH:24][CH:23]=3)[CH2:4][CH2:3][OH:2])[C:15]3[CH:14]=[CH:13][C:12]([CH3:16])=[CH:11][C:10]=3[C:9]=2[CH2:17]1, predict the reactants needed to synthesize it. The reactants are: C[O:2][C:3](=O)[CH2:4][CH:5]([C:22]1[CH:27]=[CH:26][N:25]=[CH:24][CH:23]=1)[CH2:6][N:7]1[C:15]2[CH:14]=[CH:13][C:12]([CH3:16])=[CH:11][C:10]=2[C:9]2[CH2:17][N:18]([CH3:21])[CH2:19][CH2:20][C:8]1=2.[H-].[H-].[H-].[H-].[Li+].[Al+3].